From a dataset of Catalyst prediction with 721,799 reactions and 888 catalyst types from USPTO. Predict which catalyst facilitates the given reaction. Reactant: [NH2:1][C:2]1[C:3]2[C:10]([C:11](=[S:13])[NH2:12])=[CH:9][N:8]([C@H:14]3[C@H:18]([OH:19])[C@H:17]([OH:20])[C@@H:16]([CH2:21][OH:22])[O:15]3)[C:4]=2[N:5]=[CH:6][N:7]=1.NC1C2C(C(=S)N)=CN([C@H]3[C@H](O)C(O)C(CO)O3)C=2N=CN=1.[CH3:45][CH:46]([Si:48](Cl)([O:52][Si:53](Cl)([CH:57]([CH3:59])[CH3:58])[CH:54]([CH3:56])[CH3:55])[CH:49]([CH3:51])[CH3:50])[CH3:47]. Product: [NH2:1][C:2]1[C:3]2[C:10]([C:11](=[S:13])[NH2:12])=[CH:9][N:8]([C@@H:14]3[O:15][C@H:16]4[C@@H:17]([O:20][Si:48]([CH:46]([CH3:47])[CH3:45])([CH:49]([CH3:51])[CH3:50])[O:52][Si:53]([CH:57]([CH3:59])[CH3:58])([CH:54]([CH3:55])[CH3:56])[O:22][CH2:21]4)[C@H:18]3[OH:19])[C:4]=2[N:5]=[CH:6][N:7]=1. The catalyst class is: 17.